Binary Classification. Given a miRNA mature sequence and a target amino acid sequence, predict their likelihood of interaction. From a dataset of Experimentally validated miRNA-target interactions with 360,000+ pairs, plus equal number of negative samples. (1) The miRNA is hsa-miR-6071 with sequence UUCUGCUGCCGGCCAAGGC. The protein sequence of the target gene is MPTIKLQSSDGEIFEVDVEIAKQSVTIKTMLEDLGMDDEGDDDPVPLPNVNAAILKKVIQWCTHHKDDPPPPEDDENKEKRTDDIPVWDQEFLKVDQGTLFELILAANYLDIKGLLDVTCKTVANMIKGKTPEEIRKTFNIKNDFTEEEEAQVRKENQWCEEK. Result: 0 (no interaction). (2) The miRNA is hsa-miR-4756-5p with sequence CAGGGAGGCGCUCACUCUCUGCU. The protein sequence of the target gene is MDEKTKKAEEMALSLTRAVAGGDEQVAMKCAIWLAEQRVPLSVQLKPEVSPTQDIRLWVSVEDAQMHTVTIWLTVRPDMTVASLKDMVFLDYGFPPVLQQWVIGQRLARDQETLHSHGVRQNGDSAYLYLLSARNTSLNPQELQRERQLRMLEDLGFKDLTLQPRGPLEPGPPKPGVPQEPGRGQPDAVPEPPPVGWQCPGCTFINKPTRPGCEMCCRARPEAYQVPASYQPDEEERARLAGEEEALRQYQQRKQQQQEGNYLQHVQLDQRSLVLNTEPAECPVCYSVLAPGEAVVLREC.... Result: 0 (no interaction). (3) The miRNA is hsa-miR-200b-5p with sequence CAUCUUACUGGGCAGCAUUGGA. The protein sequence of the target gene is MGFWILAILTILMYSTAAKFSKQSWGLENEALIVRCPRQGKPSYTVDWYYSQTNKSIPTQERNRVFASGQLLKFLPAAVADSGIYTCIVRSPTFNRTGYANVTIYKKQSDCNVPDYLMYSTVSGSEKNSKIYCPTIDLYNWTAPLEWFKNCQALQGSRYRAHKSFLVIDNVMTEDAGDYTCKFIHNENGANYSVTATRSFTVKDEQGFSLFPVIGAPAQNEIKEVEIGKNANLTCSACFGKGTQFLAAVLWQLNGTKITDFGEPRIQQEEGQNQSFSNGLACLDMVLRIADVKEEDLLLQ.... Result: 0 (no interaction). (4) The miRNA is rno-miR-26a-5p with sequence UUCAAGUAAUCCAGGAUAGGCU. The protein sequence of the target gene is MEDDDSYVPSDLTAEERQELENIRRRKQELLADIQRLKEEIAEVANEIESLGSTEERKNMQRNKQVAMGRKKFNMDPKKGIQFLIENGLLKNTCEDIAQFLYKGEGLNKTAIGDYLGERDEFSIQVLHAFVELHEFTDLNLVQALRQFLWSFRLPGEAQKIDRMMEAFAQRYCQCNTGVFQSTDTCYVLSFAIIMLNTSLHNPNVKDKPTVERFIAMNRGINDGGDLPEELLRNLYESIKNEPFKIPEDDGNDLTHTFFNPDREGWLLKLGGGRVKTWKRRWFILTDNCLYYFEYTTDKE.... Result: 0 (no interaction). (5) Result: 0 (no interaction). The miRNA is rno-miR-664-3p with sequence UAUUCAUUUACUCCCCAGCCUA. The protein sequence of the target gene is MEDDGYNYYGADNQSECDYADWKPSGALIPAIYMLVFLLGTTGNGLVLWTVFRTSREKRRSADIFIASLAVADLTFVVTLPLWATYTYREFDWPFGTFSCKLSSYLIFVNMYASVFCLTGLSFDRYLAIVRPVANARLRLRVSGAVATAVLWVLAALLAVPVMVFRSTDASENGTKIQCYMDYSMVATSNSEWAWEVGLGVSSTAVGFVVPFTIMLTCYFFIAQTIAGHFRKERIEGLRKRRRLLSIIVVLVVTFALCWMPYHLVKTLYMLGSLLHWPCDFDIFLMNVFPYCTCISYVNS.... (6) Result: 0 (no interaction). The miRNA is hsa-miR-614 with sequence GAACGCCUGUUCUUGCCAGGUGG. The protein sequence of the target gene is MKDCEYQQISPGAAPPPASPGARRPGPAAPPAPSPGPAPGAPRWSGSGSGSGSLGRRPRRKWEVFPGRNRFYCGGRLMLAGHGGVFALTLLLILSTTILFFVFDCPYLARTLTLAIPIIAAILFFFVMSCLLQTSFTDPGILPRATICEAAALEKQIDNTGSSTYRPPPRTREVMINGQTVKLKYCFTCKMFRPPRTSHCSVCDNCVERFDHHCPWVGNCVGRRNYRFFYAFILSLSFLTAFIFACVVTHLTLLSQGSNFLSALKKTPASVLELVICFFSIWSILGLSGFHTYLVASNLT.... (7) The miRNA is hsa-miR-4775 with sequence UUAAUUUUUUGUUUCGGUCACU. The protein sequence of the target gene is MNSKGQYPTQPTYPVQPPGNPVYPQTLHLPQAPPYTDAPPAYSELYRPSFVHPGAATVPTMSAAFPGASLYLPMAQSVAVGPLGSTIPMAYYPVGPIYPPGSAVLVEGGYDAGARFGAGATAGNIPPPPPGCPPNAAQLAVMQGANVLVTQRKGNFFMGGSDGGYTIW. Result: 0 (no interaction). (8) The miRNA is hsa-miR-4475 with sequence CAAGGGACCAAGCAUUCAUUAU. The protein sequence of the target gene is MRPKEQVQSGAGDGTGSGDPAAGTPTTQPAVGPAPEPSAEPKPAPAQGTGSGQKSGSRTKTGSFCRSMIIGDSDAPWTRYVFQGPYGPRATGLGTGKAEGIWKTPAAYIGRRPGVSGPERAAFIRELQEALCPNPPPTKKITEDDVKVMLYLLEEKERDLNTAARIGQSLVKQNSVLMEENNKLETMLGSAREEILHLRKQVNLRDDLLQLYSDSDDDDDEEDEEDEEEGEEEEREGQRDQDQQHDHPYGAPKPHPKAETAHRCPQLETLQQKLRLLEEENDHLREEASHLDNLEDEEQM.... Result: 0 (no interaction).